This data is from Full USPTO retrosynthesis dataset with 1.9M reactions from patents (1976-2016). The task is: Predict the reactants needed to synthesize the given product. Given the product [C:12]([O:11][C:9]([N:18]1[CH2:19][CH:20]2[CH:16]([CH2:21]2)[CH:17]1[C:22]([OH:24])=[O:23])=[O:10])([CH3:13])([CH3:14])[CH3:15], predict the reactants needed to synthesize it. The reactants are: [CH3:13][C:12]([O:11][C:9](O[C:9]([O:11][C:12]([CH3:15])([CH3:14])[CH3:13])=[O:10])=[O:10])([CH3:15])[CH3:14].[CH:16]12[CH2:21][CH:20]1[CH2:19][NH:18][CH:17]2[C:22]([OH:24])=[O:23].O.C(=O)([O-])[O-].[Na+].[Na+].